This data is from Full USPTO retrosynthesis dataset with 1.9M reactions from patents (1976-2016). The task is: Predict the reactants needed to synthesize the given product. (1) Given the product [NH2:20][C:17]1[N:18]=[CH:19][C:14]([C:2]2[CH:3]=[N:4][C:5]([NH:8][C:9]([CH3:12])([CH3:11])[CH3:10])=[N:6][CH:7]=2)=[CH:15][CH:16]=1, predict the reactants needed to synthesize it. The reactants are: Br[C:2]1[CH:3]=[N:4][C:5]([NH:8][C:9]([CH3:12])([CH3:11])[CH3:10])=[N:6][CH:7]=1.Br[C:14]1[CH:15]=[CH:16][C:17]([NH2:20])=[N:18][CH:19]=1. (2) Given the product [Br:1][C:2]1[CH:11]=[C:10]2[C:5]([CH:6]=[CH:7][CH:8]=[C:9]2[CH2:12][C:13]2[CH:14]=[CH:15][C:16]([CH2:19][CH3:20])=[CH:17][CH:18]=2)=[CH:4][C:3]=1[CH2:21][O:22][C:25]([O:24][CH3:23])([CH3:27])[CH3:26], predict the reactants needed to synthesize it. The reactants are: [Br:1][C:2]1[C:3]([CH2:21][OH:22])=[CH:4][C:5]2[C:10]([CH:11]=1)=[C:9]([CH2:12][C:13]1[CH:18]=[CH:17][C:16]([CH2:19][CH3:20])=[CH:15][CH:14]=1)[CH:8]=[CH:7][CH:6]=2.[CH3:23][O:24][C:25]([CH3:27])=[CH2:26].C(=O)([O-])O.[Na+].